From a dataset of Catalyst prediction with 721,799 reactions and 888 catalyst types from USPTO. Predict which catalyst facilitates the given reaction. (1) Reactant: [CH3:1][C:2]1[CH:12]=[CH:11][C:5]([C:6]([O:8][CH2:9][CH3:10])=[O:7])=[CH:4][C:3]=1[NH:13][C:14]([C:16]1[C:20]2[N:21]=[CH:22][N:23]=[C:24]([S:25][CH3:26])[C:19]=2[S:18][CH:17]=1)=[O:15].C1C=C(Cl)C=C(C(OO)=[O:35])C=1. Product: [CH3:1][C:2]1[CH:12]=[CH:11][C:5]([C:6]([O:8][CH2:9][CH3:10])=[O:7])=[CH:4][C:3]=1[NH:13][C:14]([C:16]1[C:20]2[N:21]=[CH:22][N:23]=[C:24]([S:25]([CH3:26])=[O:35])[C:19]=2[S:18][CH:17]=1)=[O:15]. The catalyst class is: 2. (2) Reactant: C(=O)([O-])[O-].[K+].[K+].[F:7][C:8]1[CH:9]=[CH:10][C:11]2[C:15]([N:16]3[CH2:22][CH2:21][CH2:20][NH:19][CH2:18][CH2:17]3)=[CH:14][S:13][C:12]=2[CH:23]=1.Br[CH2:25][CH2:26][CH2:27][C:28]#[N:29]. Product: [F:7][C:8]1[CH:9]=[CH:10][C:11]2[C:15]([N:16]3[CH2:22][CH2:21][CH2:20][N:19]([CH2:25][CH2:26][CH2:27][C:28]#[N:29])[CH2:18][CH2:17]3)=[CH:14][S:13][C:12]=2[CH:23]=1. The catalyst class is: 10. (3) Reactant: Cl.C([O:5][C:6]1[C:11]([Cl:12])=[CH:10][C:9]([Cl:13])=[CH:8][C:7]=1[CH:14]([NH:20][C:21]1[CH:26]=[CH:25][C:24]([C:27](=[NH:29])[NH2:28])=[CH:23][CH:22]=1)[C:15]([O:17][CH2:18][CH3:19])=[O:16])C=C.[H][H]. Product: [ClH:12].[C:27]([C:24]1[CH:25]=[CH:26][C:21]([NH:20][CH:14]([C:7]2[CH:8]=[C:9]([Cl:13])[CH:10]=[C:11]([Cl:12])[C:6]=2[OH:5])[C:15]([O:17][CH2:18][CH3:19])=[O:16])=[CH:22][CH:23]=1)(=[NH:28])[NH2:29]. The catalyst class is: 865. (4) Reactant: [Br:1][C:2]1[CH:7]=[CH:6][N:5]=[C:4]([NH2:8])[CH:3]=1.[CH2:9]([O:11][C:12]([N:14]=[C:15]=[S:16])=[O:13])[CH3:10]. Product: [CH2:9]([O:11][C:12]([NH:14][C:15]([NH:8][C:4]1[CH:3]=[C:2]([Br:1])[CH:7]=[CH:6][N:5]=1)=[S:16])=[O:13])[CH3:10]. The catalyst class is: 12. (5) Reactant: [H-].[Na+].[CH3:3][C:4]1[NH:8][N:7]=[C:6]([C:9]2[CH:14]=[CH:13][CH:12]=[CH:11][CH:10]=2)[CH:5]=1.C1(=O)O[CH2:18][CH2:17][O:16]1. Product: [CH3:3][C:4]1[N:8]([CH2:18][CH2:17][OH:16])[N:7]=[C:6]([C:9]2[CH:10]=[CH:11][CH:12]=[CH:13][CH:14]=2)[CH:5]=1. The catalyst class is: 3.